This data is from Full USPTO retrosynthesis dataset with 1.9M reactions from patents (1976-2016). The task is: Predict the reactants needed to synthesize the given product. (1) Given the product [C:18]([C:5]1[C:6]([NH:8][CH2:9][CH2:10][CH2:11][N:12]2[CH2:17][CH2:16][O:15][CH2:14][CH2:13]2)=[N:7][C:2]([NH:34][C:33]2[CH:32]=[CH:31][C:30]([S:27](=[O:29])(=[O:28])[NH:26][CH2:25][CH:21]3[CH2:22][CH2:23][CH2:24][O:20]3)=[CH:36][CH:35]=2)=[N:3][CH:4]=1)#[N:19], predict the reactants needed to synthesize it. The reactants are: Cl[C:2]1[N:7]=[C:6]([NH:8][CH2:9][CH2:10][CH2:11][N:12]2[CH2:17][CH2:16][O:15][CH2:14][CH2:13]2)[C:5]([C:18]#[N:19])=[CH:4][N:3]=1.[O:20]1[CH2:24][CH2:23][CH2:22][CH:21]1[CH2:25][NH:26][S:27]([C:30]1[CH:36]=[CH:35][C:33]([NH2:34])=[CH:32][CH:31]=1)(=[O:29])=[O:28].Cl. (2) Given the product [Br:1][C:2]1[N:7]=[C:6]2[C:8]([C:27]3[CH:26]=[C:25]4[C:30](=[CH:29][CH:28]=3)[NH:22][CH:23]=[CH:24]4)=[CH:9][N:10]([S:11]([C:14]3[CH:20]=[CH:19][C:17]([CH3:18])=[CH:16][CH:15]=3)(=[O:13])=[O:12])[C:5]2=[N:4][CH:3]=1, predict the reactants needed to synthesize it. The reactants are: [Br:1][C:2]1[N:7]=[C:6]2[C:8](I)=[CH:9][N:10]([S:11]([C:14]3[CH:20]=[CH:19][C:17]([CH3:18])=[CH:16][CH:15]=3)(=[O:13])=[O:12])[C:5]2=[N:4][CH:3]=1.[NH:22]1[C:30]2[C:25](=[CH:26][C:27](B(O)O)=[CH:28][CH:29]=2)[CH:24]=[CH:23]1.C([O-])([O-])=O.[Na+].[Na+]. (3) Given the product [CH2:18]([O:20][C:21]([C:23]1[N:24]=[C:25]([NH:28][C:29]([C:31]2[N:32]([CH3:44])[CH:33]=[C:34]([NH:36][C:37]([C:49]3[N:48]=[C:47]([NH:13][C:1]([O:3][C:4]([CH3:7])([CH3:6])[CH3:5])=[O:2])[S:46][CH:50]=3)=[O:39])[CH:35]=2)=[O:30])[S:26][CH:27]=1)=[O:22])[CH3:19], predict the reactants needed to synthesize it. The reactants are: [C:1](C1SC=CN=1)([O:3][C:4]([CH3:7])([CH3:6])[CH3:5])=[O:2].[NH:13]1C=CC=C1.[CH2:18]([O:20][C:21]([C:23]1[N:24]=[C:25]([NH:28][C:29]([C:31]2[N:32]([CH3:44])[CH:33]=[C:34]([NH:36][C:37]([O:39]C(C)(C)C)=O)[CH:35]=2)=[O:30])[S:26][CH:27]=1)=[O:22])[CH3:19].Cl.[S:46]1[CH:50]=[CH:49][N:48]=[CH:47]1. (4) Given the product [CH3:23][O:22][C:19]1[CH:20]=[CH:21][C:16]([CH2:15][C@@H:11]([NH:10][C:8](=[O:9])[O:7][C:3]([CH3:6])([CH3:5])[CH3:4])[C:12]2[NH:62][C:59]3[CH:60]=[CH:61][C:56]([C:55]([F:54])([F:64])[F:65])=[CH:57][C:58]=3[N:63]=2)=[CH:17][CH:18]=1, predict the reactants needed to synthesize it. The reactants are: N#N.[C:3]([O:7][C:8]([NH:10][C@H:11]([CH2:15][C:16]1[CH:21]=[CH:20][C:19]([O:22][CH3:23])=[CH:18][CH:17]=1)[C:12](O)=O)=[O:9])([CH3:6])([CH3:5])[CH3:4].C(N1CCOCC1)C.CN(C(ON1N=NC2C=CC=CC1=2)=[N+](C)C)C.[B-](F)(F)(F)F.[F:54][C:55]([F:65])([F:64])[C:56]1[CH:57]=[C:58]([NH2:63])[C:59]([NH2:62])=[CH:60][CH:61]=1. (5) Given the product [Br:1][C:2]1[CH:3]=[C:4]2[C:8](=[CH:9][CH:10]=1)[N:7]([CH2:11][C:12]1[CH:17]=[CH:16][CH:15]=[CH:14][N:13]=1)[C:6](=[O:18])[CH:5]2[C:19]1[C:28]([OH:29])=[CH:27][C:22]2[O:23][CH2:24][CH2:25][O:26][C:21]=2[CH:20]=1, predict the reactants needed to synthesize it. The reactants are: [Br:1][C:2]1[CH:3]=[C:4]2[C:8](=[CH:9][CH:10]=1)[N:7]([CH2:11][C:12]1[CH:17]=[CH:16][CH:15]=[CH:14][N:13]=1)[C:6](=[O:18])[C:5]2(O)[C:19]1[C:28]([OH:29])=[CH:27][C:22]2[O:23][CH2:24][CH2:25][O:26][C:21]=2[CH:20]=1.FC(F)(F)C(O)=O.